Dataset: Full USPTO retrosynthesis dataset with 1.9M reactions from patents (1976-2016). Task: Predict the reactants needed to synthesize the given product. Given the product [CH2:1]([C@@:8]12[CH2:9][CH2:10][C:11](=[O:26])[CH2:12][C@@H:13]1[CH:14]=[CH:15][C:16]1[CH:17]=[C:18]([C:22]([O:24][CH3:25])=[O:23])[CH:19]=[CH:20][C:21]2=1)[C:2]1[CH:3]=[CH:4][CH:5]=[CH:6][CH:7]=1, predict the reactants needed to synthesize it. The reactants are: [CH2:1]([C@:8]12[C:21]3[C:16](=[CH:17][C:18]([C:22]([O:24][CH3:25])=[O:23])=[CH:19][CH:20]=3)[CH:15]=[CH:14][C@H:13]1[CH2:12][C:11]1(OCC[O:26]1)[CH2:10][CH2:9]2)[C:2]1[CH:7]=[CH:6][CH:5]=[CH:4][CH:3]=1.O.C(O)(C(F)(F)F)=O.